This data is from Forward reaction prediction with 1.9M reactions from USPTO patents (1976-2016). The task is: Predict the product of the given reaction. (1) Given the reactants Cl[CH2:2][C:3]1[C:4]([S:9][CH:10]([CH3:12])[CH3:11])=[N:5][CH:6]=[CH:7][CH:8]=1.C([O:15][C:16]([CH:18]1[CH2:20][CH:19]1[C:21]1[CH:26]=[CH:25][C:24]([OH:27])=[C:23]([F:28])[CH:22]=1)=[O:17])C, predict the reaction product. The product is: [F:28][C:23]1[CH:22]=[C:21]([CH:19]2[CH2:20][CH:18]2[C:16]([OH:17])=[O:15])[CH:26]=[CH:25][C:24]=1[O:27][CH2:2][C:3]1[C:4]([S:9][CH:10]([CH3:12])[CH3:11])=[N:5][CH:6]=[CH:7][CH:8]=1. (2) Given the reactants [CH2:1]=[CH:2][C:3]1[CH:8]=[CH:7][CH:6]=[CH:5][CH:4]=1.[CH3:9][CH2:10][C:11]([CH2:13][CH2:14]/[CH:15]=[C:16](/[CH2:18][CH2:19][CH:20]=[C:21]([CH3:23])[CH3:22])\[CH3:17])=[CH2:12], predict the reaction product. The product is: [CH3:9][CH2:10][C:11]([CH2:13][CH2:14]/[CH:15]=[C:16](/[CH2:18][CH2:19][CH:20]=[C:21]([CH3:22])[CH3:23])\[CH3:17])=[CH2:12].[CH2:1]=[CH:2][C:3]1[CH:8]=[CH:7][CH:6]=[CH:5][CH:4]=1. (3) Given the reactants C[O:2][C:3]1[CH:8]=[CH:7][C:6]2[C:9]3[N:10]([CH2:23][CH2:24][CH2:25][CH2:26][CH2:27][N:28]4C[CH2:32][CH2:31][CH2:30][CH2:29]4)[C:11]4[C:16]([C:17]=3[CH2:18][CH2:19][S:20][C:5]=2[CH:4]=1)=[CH:15][C:14]([O:21]C)=[CH:13][CH:12]=4, predict the reaction product. The product is: [OH:2][C:3]1[CH:8]=[CH:7][C:6]2[C:9]3[N:10]([CH2:23][CH2:24][CH2:25][CH2:26][CH2:27][N:28]4[CH2:29][CH2:30][CH2:31][CH2:32]4)[C:11]4[C:16]([C:17]=3[CH2:18][CH2:19][S:20][C:5]=2[CH:4]=1)=[CH:15][C:14]([OH:21])=[CH:13][CH:12]=4.